From a dataset of Catalyst prediction with 721,799 reactions and 888 catalyst types from USPTO. Predict which catalyst facilitates the given reaction. Reactant: [ClH:1].Cl.[CH2:3]([N:12]1[CH2:17][CH2:16][NH:15][CH2:14][CH2:13]1)[C:4]([C:6]1[CH:11]=[CH:10][CH:9]=[CH:8][CH:7]=1)=[O:5].[Cl:18][CH2:19][C:20]1[CH:21]=[N:22][CH:23]=[CH:24][CH:25]=1.C([O-])([O-])=O.[K+].[K+]. Product: [ClH:18].[ClH:1].[ClH:18].[N:22]1[CH:23]=[CH:24][CH:25]=[C:20]([CH2:19][N:15]2[CH2:16][CH2:17][N:12]([CH2:3][C:4]([C:6]3[CH:7]=[CH:8][CH:9]=[CH:10][CH:11]=3)=[O:5])[CH2:13][CH2:14]2)[CH:21]=1. The catalyst class is: 3.